This data is from Reaction yield outcomes from USPTO patents with 853,638 reactions. The task is: Predict the reaction yield, written as a fraction of the theoretical maximum amount of product (1.0 means a 100% yield; for example, 0.34 means a 34% yield). (1) The product is [Br:1][C:2]1[CH:3]=[CH:4][C:5]([NH:8][C:9]([C:11]2[C:16]([NH:17][C:18]([C:20]3[CH:25]=[CH:24][C:23]([C:26]4[N:36]([CH3:35])[CH2:37][CH2:38][N:27]=4)=[CH:22][CH:21]=3)=[O:19])=[C:15]([O:28][CH3:29])[C:14]([O:30][CH3:31])=[C:13]([O:32][CH3:33])[CH:12]=2)=[O:10])=[N:6][CH:7]=1. The yield is 0.320. The reactants are [Br:1][C:2]1[CH:3]=[CH:4][C:5]([NH:8][C:9]([C:11]2[C:16]([NH:17][C:18]([C:20]3[CH:25]=[CH:24][C:23]([C:26]#[N:27])=[CH:22][CH:21]=3)=[O:19])=[C:15]([O:28][CH3:29])[C:14]([O:30][CH3:31])=[C:13]([O:32][CH3:33])[CH:12]=2)=[O:10])=[N:6][CH:7]=1.Cl.[CH3:35][NH:36][CH2:37][CH2:38]N. The catalyst is CO.C(OCC)(=O)C. (2) The reactants are [F:1][C:2]([F:8])([F:7])[C:3](OC)=[O:4].C(N(CC)CC)C.[C:16]([C:24]1[CH:35]=[CH:34][C:27]([CH2:28][C@@H:29]([C:31]([OH:33])=[O:32])[NH2:30])=[CH:26][CH:25]=1)(=[O:23])[C:17]1[CH:22]=[CH:21][CH:20]=[CH:19][CH:18]=1.Cl. The catalyst is CO.C(OCC)(=O)C. The product is [F:8][C:2]([F:1])([F:7])[C:3]([NH:30][C@H:29]([C:31]([OH:33])=[O:32])[CH2:28][C:27]1[CH:26]=[CH:25][C:24]([C:16](=[O:23])[C:17]2[CH:22]=[CH:21][CH:20]=[CH:19][CH:18]=2)=[CH:35][CH:34]=1)=[O:4]. The yield is 0.180.